Dataset: Reaction yield outcomes from USPTO patents with 853,638 reactions. Task: Predict the reaction yield, written as a fraction of the theoretical maximum amount of product (1.0 means a 100% yield; for example, 0.34 means a 34% yield). (1) The reactants are [Cl-].O[NH3+:3].[C:4](=[O:7])([O-])[OH:5].[Na+].CS(C)=O.[CH3:13][C:14]1([O:52][Si](CC)(CC)CC)[CH2:16][CH:15]1[O:17][C@H:18]1[CH2:23][CH2:22][C@H:21]([N:24]2[C:29](=[O:30])[C:28]([CH2:31][C:32]3[CH:37]=[CH:36][C:35]([C:38]4[C:39]([C:44]#[N:45])=[CH:40][CH:41]=[CH:42][CH:43]=4)=[CH:34][CH:33]=3)=[C:27]([CH2:46][CH2:47][CH3:48])[N:26]3[N:49]=[CH:50][CH:51]=[C:25]23)[CH2:20][CH2:19]1. The catalyst is C(OCC)(=O)C. The product is [OH:52][C@@:14]1([CH3:13])[CH2:16][C@H:15]1[O:17][C@H:18]1[CH2:23][CH2:22][C@H:21]([N:24]2[C:29](=[O:30])[C:28]([CH2:31][C:32]3[CH:37]=[CH:36][C:35]([C:38]4[CH:43]=[CH:42][CH:41]=[CH:40][C:39]=4[C:44]4[NH:45][C:4](=[O:7])[O:5][N:3]=4)=[CH:34][CH:33]=3)=[C:27]([CH2:46][CH2:47][CH3:48])[N:26]3[N:49]=[CH:50][CH:51]=[C:25]23)[CH2:20][CH2:19]1. The yield is 0.280. (2) The reactants are [Cl:1][C:2]1[CH:10]=[C:9]([C:11]2[C:12]([C:17]3[CH:22]=[CH:21][CH:20]=[CH:19][CH:18]=3)=[N:13][O:14][C:15]=2[CH3:16])[CH:8]=[CH:7][C:3]=1[C:4](O)=[O:5].[NH2:23][CH2:24][C@@H:25]([OH:27])[CH3:26].ON1C2C=CC=CC=2N=N1.Cl.C(N=C=NCCCN(C)C)C. The catalyst is CN(C=O)C.O. The product is [Cl:1][C:2]1[CH:10]=[C:9]([C:11]2[C:12]([C:17]3[CH:22]=[CH:21][CH:20]=[CH:19][CH:18]=3)=[N:13][O:14][C:15]=2[CH3:16])[CH:8]=[CH:7][C:3]=1[C:4]([NH:23][CH2:24][C@@H:25]([OH:27])[CH3:26])=[O:5]. The yield is 0.910.